This data is from Peptide-MHC class I binding affinity with 185,985 pairs from IEDB/IMGT. The task is: Regression. Given a peptide amino acid sequence and an MHC pseudo amino acid sequence, predict their binding affinity value. This is MHC class I binding data. (1) The peptide sequence is RRYTRRISL. The MHC is HLA-B08:03 with pseudo-sequence HLA-B08:03. The binding affinity (normalized) is 0.0847. (2) The peptide sequence is RVYAELAAL. The MHC is BoLA-AW10 with pseudo-sequence BoLA-AW10. The binding affinity (normalized) is 0.0641. (3) The peptide sequence is ITTFIPISA. The MHC is HLA-A68:02 with pseudo-sequence HLA-A68:02. The binding affinity (normalized) is 1.00. (4) The peptide sequence is YIDVNEEYT. The MHC is HLA-A02:03 with pseudo-sequence HLA-A02:03. The binding affinity (normalized) is 0.256. (5) The peptide sequence is PTDPVELAV. The MHC is HLA-A29:02 with pseudo-sequence HLA-A29:02. The binding affinity (normalized) is 0. (6) The peptide sequence is DRFKRTSFF. The MHC is HLA-B08:01 with pseudo-sequence HLA-B08:01. The binding affinity (normalized) is 0.205. (7) The peptide sequence is MTYKAAVL. The MHC is HLA-A23:01 with pseudo-sequence HLA-A23:01. The binding affinity (normalized) is 0. (8) The peptide sequence is LHPPTEVFLQL. The MHC is Mamu-A01 with pseudo-sequence Mamu-A01. The binding affinity (normalized) is 0.144. (9) The peptide sequence is MTFPVSLEY. The MHC is HLA-B40:01 with pseudo-sequence HLA-B40:01. The binding affinity (normalized) is 0.0847. (10) The peptide sequence is DLTALLSCI. The MHC is HLA-A02:03 with pseudo-sequence HLA-A02:03. The binding affinity (normalized) is 0.362.